From a dataset of Full USPTO retrosynthesis dataset with 1.9M reactions from patents (1976-2016). Predict the reactants needed to synthesize the given product. (1) Given the product [CH2:13]([NH:15][C:4]1[CH:9]=[CH:8][N:7]=[CH:6][C:5]=1[N+:10]([O-:12])=[O:11])[CH3:14], predict the reactants needed to synthesize it. The reactants are: C(O[C:4]1[CH:9]=[CH:8][N:7]=[CH:6][C:5]=1[N+:10]([O-:12])=[O:11])C.[CH2:13]([NH2:15])[CH3:14]. (2) The reactants are: C(OC([NH:8][C@@H:9]([C:11]1[N:12]([S:23]([C:26]2[CH:32]=[CH:31][C:29]([CH3:30])=[CH:28][CH:27]=2)(=[O:25])=[O:24])[CH:13]=[CH:14][C:15]=1[C:16]([O:18]C(C)(C)C)=[O:17])[CH3:10])=O)(C)(C)C.[C:33]([OH:39])([C:35]([F:38])([F:37])[F:36])=[O:34].O. Given the product [F:36][C:35]([F:38])([F:37])[C:33]([OH:39])=[O:34].[NH2:8][C@@H:9]([C:11]1[N:12]([S:23]([C:26]2[CH:27]=[CH:28][C:29]([CH3:30])=[CH:31][CH:32]=2)(=[O:25])=[O:24])[CH:13]=[CH:14][C:15]=1[C:16]([OH:18])=[O:17])[CH3:10], predict the reactants needed to synthesize it. (3) Given the product [N:10]1[CH:11]=[CH:12][CH:13]=[CH:14][C:9]=1[CH2:8][NH:7][C:5]([C:4]1[CH:3]=[C:2]([C:33]2[CH:36]=[CH:37][C:38]([O:78][CH3:77])=[CH:39][C:34]=2[CH2:45][OH:44])[C:17]([CH2:18][C:19]2[C:27]3[C:22](=[CH:23][C:24]([C:28](=[NH:48])[NH2:29])=[CH:25][CH:26]=3)[N:21]([CH2:30][CH3:31])[CH:20]=2)=[CH:16][CH:15]=1)=[O:6], predict the reactants needed to synthesize it. The reactants are: Br[C:2]1[CH:3]=[C:4]([CH:15]=[CH:16][C:17]=1[CH2:18][C:19]1[C:27]2[C:22](=[CH:23][C:24]([C:28]#[N:29])=[CH:25][CH:26]=2)[N:21]([CH2:30][CH3:31])[CH:20]=1)[C:5]([NH:7][CH2:8][C:9]1[CH:14]=[CH:13][CH:12]=[CH:11][N:10]=1)=[O:6].N[CH2:33][C:34]1[CH:39]=[CH:38][CH:37]=[CH:36]N=1.CN1C[CH2:45][O:44]CC1.C[N:48]([P+](ON1N=NC2C=CC=CC1=2)(N(C)C)N(C)C)C.F[P-](F)(F)(F)(F)F.CN([CH:77]=[O:78])C. (4) The reactants are: [O-2].[Ba+2].[N+:3]([O-:6])([O-:5])=[O:4].[Ba+2].[N+:8]([O-])([O-])=O.[Br:12][C:13]1[CH:14]=[N:15][CH:16]=[CH:17][C:18]=1[CH3:19]. Given the product [N+:3]([O-:6])([O-:5])=[O:4].[NH2:8][N+:15]1[CH:16]=[CH:17][C:18]([CH3:19])=[C:13]([Br:12])[CH:14]=1, predict the reactants needed to synthesize it. (5) Given the product [Br:35][C:36]1[S:37][C:38]([N:3]2[CH:4]=[CH:5][S:1]/[C:2]/2=[N:6]\[C:7]([N:9]2[CH2:10][CH2:11][CH2:12][CH2:13]2)=[O:8])=[CH:39][CH:40]=1, predict the reactants needed to synthesize it. The reactants are: [S:1]1[CH:5]=[CH:4][N:3]=[C:2]1[NH:6][C:7]([N:9]1[CH2:13][CH2:12][CH2:11][CH2:10]1)=[O:8].ClC1C=C2C(N=CC=C2)=C2C=1C=CC=N2.C(=O)([O-])[O-].[Cs+].[Cs+].[Br:35][C:36]1[S:37][C:38](Br)=[CH:39][CH:40]=1.[OH-].[NH4+].O. (6) The reactants are: [NH2:1][C:2]1[CH:6]=[CH:5][N:4]([CH3:7])[N:3]=1.C[O:9][C:10]([C:12]1[CH:22]=[C:21]([OH:23])[C:15]2[CH2:16][C:17]([CH3:20])([CH3:19])[O:18][C:14]=2[CH:13]=1)=O. Given the product [CH3:7][N:4]1[CH:5]=[CH:6][C:2]([NH:1][C:10]([C:12]2[CH:22]=[C:21]([OH:23])[C:15]3[CH2:16][C:17]([CH3:20])([CH3:19])[O:18][C:14]=3[CH:13]=2)=[O:9])=[N:3]1, predict the reactants needed to synthesize it. (7) The reactants are: [NH2:1][C:2]1[N:6]([C:7]2[CH:12]=[CH:11][C:10]([F:13])=[CH:9][CH:8]=2)[N:5]=[CH:4][C:3]=1[C:14]([NH:16][CH2:17][C@@:18]([OH:36])([C:32]([F:35])([F:34])[F:33])[CH2:19][C:20]([C:23]1[CH:28]=[C:27]([F:29])[CH:26]=[CH:25][C:24]=1[O:30]C)([CH3:22])[CH3:21])=[O:15].B(Br)(Br)Br. Given the product [NH2:1][C:2]1[N:6]([C:7]2[CH:12]=[CH:11][C:10]([F:13])=[CH:9][CH:8]=2)[N:5]=[CH:4][C:3]=1[C:14]([NH:16][CH2:17][C@@:18]([OH:36])([C:32]([F:35])([F:34])[F:33])[CH2:19][C:20]([C:23]1[CH:28]=[C:27]([F:29])[CH:26]=[CH:25][C:24]=1[OH:30])([CH3:22])[CH3:21])=[O:15], predict the reactants needed to synthesize it. (8) Given the product [CH2:1]([C:4]1[C:8]([CH2:9][CH2:10][CH2:11][O:12][C:24]2[CH:29]=[CH:28][CH:27]=[CH:26][C:25]=2[CH2:30][CH2:31][C:32]([OH:34])=[O:33])=[CH:7][N:6]([C:13]2[CH:18]=[CH:17][C:16]([C:19]([F:21])([F:20])[F:22])=[CH:15][N:14]=2)[N:5]=1)[CH2:2][CH3:3], predict the reactants needed to synthesize it. The reactants are: [CH2:1]([C:4]1[C:8]([CH2:9][CH2:10][CH2:11][OH:12])=[CH:7][N:6]([C:13]2[CH:18]=[CH:17][C:16]([C:19]([F:22])([F:21])[F:20])=[CH:15][N:14]=2)[N:5]=1)[CH2:2][CH3:3].O[C:24]1[CH:29]=[CH:28][CH:27]=[CH:26][C:25]=1[CH2:30][CH2:31][C:32]([O:34]C)=[O:33].C(P(CCCC)CCCC)CCC.N(C(N1CCCCC1)=O)=NC(N1CCCCC1)=O.